This data is from Catalyst prediction with 721,799 reactions and 888 catalyst types from USPTO. The task is: Predict which catalyst facilitates the given reaction. (1) Reactant: C([O:3][C:4]([C:6]1[C:11]([F:12])=[CH:10][C:9]([Cl:13])=[CH:8][N:7]=1)=[O:5])C.[OH-].[Na+].Cl. Product: [F:12][C:11]1[C:6]([C:4]([OH:5])=[O:3])=[N:7][CH:8]=[C:9]([Cl:13])[CH:10]=1. The catalyst class is: 16. (2) Reactant: [CH3:1][O:2][C:3]1[CH:4]=[C:5]([C@:11]23[CH2:19][N:18]([CH3:20])[CH2:17][C@H:16]2[CH2:15][C:14](=O)[CH2:13][CH2:12]3)[CH:6]=[CH:7][C:8]=1[O:9][CH3:10].C([O-])(=O)C.[NH4+].[BH3-]C#[N:29].[Na+]. Product: [CH3:1][O:2][C:3]1[CH:4]=[C:5]([C@:11]23[CH2:19][N:18]([CH3:20])[CH2:17][C@H:16]2[CH2:15][C@@H:14]([NH2:29])[CH2:13][CH2:12]3)[CH:6]=[CH:7][C:8]=1[O:9][CH3:10]. The catalyst class is: 5. (3) Reactant: [CH3:1][O:2][C:3]1[CH:4]=[C:5]([CH3:13])[C:6]2[O:10][CH2:9][C:8](=[O:11])[C:7]=2[CH:12]=1.[Br:14]N1C(=O)CCC1=O.C(OOC(=O)C1C=CC=CC=1)(=O)C1C=CC=CC=1. Product: [Br:14][CH2:13][C:5]1[C:6]2[O:10][CH2:9][C:8](=[O:11])[C:7]=2[CH:12]=[C:3]([O:2][CH3:1])[CH:4]=1. The catalyst class is: 53.